Dataset: Full USPTO retrosynthesis dataset with 1.9M reactions from patents (1976-2016). Task: Predict the reactants needed to synthesize the given product. (1) Given the product [NH2:2][C:3]1[C:8]([NH2:9])=[C:7]([O:12][C:13]2[CH:14]=[C:15]([NH:19][C:20](=[O:23])[CH:21]=[CH2:22])[CH:16]=[CH:17][CH:18]=2)[C:6]([Cl:24])=[CH:5][N:4]=1, predict the reactants needed to synthesize it. The reactants are: Cl.[NH2:2][C:3]1[C:8]([N+:9]([O-])=O)=[C:7]([O:12][C:13]2[CH:14]=[C:15]([NH:19][C:20](=[O:23])[CH:21]=[CH2:22])[CH:16]=[CH:17][CH:18]=2)[C:6]([Cl:24])=[CH:5][N:4]=1. (2) The reactants are: [CH3:1][C:2]1[N:37]=[C:5]2[N:6]([CH2:33][C:34](=O)[CH3:35])[C:7](=[O:32])[C:8]([CH2:13][C:14]3[CH:19]=[CH:18][C:17]([C:20]4[CH:25]=[CH:24][CH:23]=[CH:22][C:21]=4[C:26]4[NH:30][C:29](=[O:31])[O:28][N:27]=4)=[CH:16][CH:15]=3)=[C:9]([CH2:10][CH2:11][CH3:12])[N:4]2[N:3]=1.Cl.[NH2:39][O:40][CH3:41].N1C=CC=CC=1.Cl. Given the product [CH3:41][O:40]/[N:39]=[C:34](/[CH3:35])\[CH2:33][N:6]1[C:7](=[O:32])[C:8]([CH2:13][C:14]2[CH:19]=[CH:18][C:17]([C:20]3[CH:25]=[CH:24][CH:23]=[CH:22][C:21]=3[C:26]3[NH:30][C:29](=[O:31])[O:28][N:27]=3)=[CH:16][CH:15]=2)=[C:9]([CH2:10][CH2:11][CH3:12])[N:4]2[N:3]=[C:2]([CH3:1])[N:37]=[C:5]12, predict the reactants needed to synthesize it. (3) The reactants are: Cl.[CH:2]([C:5]1[CH:18]=[C:17]2[C:8]([N:9]3[C:14]([CH2:15][O:16]2)=[N:13][NH:12][C:11](=[O:19])[C@H:10]3[CH3:20])=[CH:7][C:6]=1[C@H:21]([C:23]1([CH3:27])[CH2:26][NH:25][CH2:24]1)[CH3:22])([CH3:4])[CH3:3].C=O.[BH3-][C:31]#N.[Na+]. Given the product [CH3:31][N:25]1[CH2:24][C:23]([C@@H:21]([C:6]2[CH:7]=[C:8]3[C:17](=[CH:18][C:5]=2[CH:2]([CH3:3])[CH3:4])[O:16][CH2:15][C:14]2[N:9]3[C@H:10]([CH3:20])[C:11](=[O:19])[NH:12][N:13]=2)[CH3:22])([CH3:27])[CH2:26]1, predict the reactants needed to synthesize it.